From a dataset of Full USPTO retrosynthesis dataset with 1.9M reactions from patents (1976-2016). Predict the reactants needed to synthesize the given product. (1) Given the product [N:16]1[O:17][N:18]=[C:19]2[CH:24]=[C:23]([CH2:25][O:26]/[N:27]=[C:9]3\[CH2:8][CH2:7][CH2:6][C:5]4[C:10]\3=[CH:11][C:2]([OH:1])=[C:3]([O:13][CH3:14])[CH:4]=4)[CH:22]=[CH:21][C:20]=12, predict the reactants needed to synthesize it. The reactants are: [OH:1][C:2]1[CH:11]=[C:10]2[C:5]([CH2:6][CH2:7][CH2:8][C:9]2=O)=[CH:4][C:3]=1[O:13][CH3:14].Cl.[N:16]1[O:17][N:18]=[C:19]2[CH:24]=[C:23]([CH2:25][O:26][NH2:27])[CH:22]=[CH:21][C:20]=12.N1C=CC=CC=1.[N+](C1C=CC(CO/N=C2\CCCC3C\2=CC(OC)=C(OC)C=3)=CC=1)([O-])=O. (2) Given the product [CH:1]1([O:7][C:8]2[C:9]([F:17])=[CH:10][C:11]([CH2:12][OH:13])=[CH:14][C:15]=2[F:16])[CH2:2][CH2:3][CH2:4][CH2:5][CH2:6]1, predict the reactants needed to synthesize it. The reactants are: [CH:1]1([O:7][C:8]2[C:15]([F:16])=[CH:14][C:11]([CH:12]=[O:13])=[CH:10][C:9]=2[F:17])[CH2:6][CH2:5][CH2:4][CH2:3][CH2:2]1.[H-].[H-].[H-].[H-].[Li+].[Al+3]. (3) Given the product [ClH:34].[Cl:34][C:31]1[CH:32]=[CH:33][C:28]2[N:27]=[C:5]([CH2:4][CH:3]([CH2:8][N:9]3[CH2:14][CH2:13][CH2:12][CH:11]([C:15]4[CH:20]=[CH:19][CH:18]=[C:17]([C:21]([F:24])([F:22])[F:23])[CH:16]=4)[CH2:10]3)[C:2]([F:26])([F:25])[F:1])[O:35][C:29]=2[CH:30]=1, predict the reactants needed to synthesize it. The reactants are: [F:1][C:2]([F:26])([F:25])[CH:3]([CH2:8][N:9]1[CH2:14][CH2:13][CH2:12][CH:11]([C:15]2[CH:20]=[CH:19][CH:18]=[C:17]([C:21]([F:24])([F:23])[F:22])[CH:16]=2)[CH2:10]1)[CH2:4][C:5](O)=O.[NH2:27][C:28]1[CH:33]=[CH:32][C:31]([Cl:34])=[CH:30][C:29]=1[OH:35].C1(C)C=CC(S(O)(=O)=O)=CC=1.Cl.